From a dataset of NCI-60 drug combinations with 297,098 pairs across 59 cell lines. Regression. Given two drug SMILES strings and cell line genomic features, predict the synergy score measuring deviation from expected non-interaction effect. (1) Synergy scores: CSS=51.1, Synergy_ZIP=-0.717, Synergy_Bliss=-2.77, Synergy_Loewe=-26.8, Synergy_HSA=-3.15. Cell line: CCRF-CEM. Drug 1: C1C(C(OC1N2C=NC3=C(N=C(N=C32)Cl)N)CO)O. Drug 2: COCCOC1=C(C=C2C(=C1)C(=NC=N2)NC3=CC=CC(=C3)C#C)OCCOC.Cl. (2) Drug 1: C1=NC(=NC(=O)N1C2C(C(C(O2)CO)O)O)N. Drug 2: CC1=C(C(=CC=C1)Cl)NC(=O)C2=CN=C(S2)NC3=CC(=NC(=N3)C)N4CCN(CC4)CCO. Cell line: MOLT-4. Synergy scores: CSS=8.17, Synergy_ZIP=-3.77, Synergy_Bliss=-1.75, Synergy_Loewe=-9.19, Synergy_HSA=-4.39. (3) Drug 1: C1=CC(=C2C(=C1NCCNCCO)C(=O)C3=C(C=CC(=C3C2=O)O)O)NCCNCCO. Drug 2: CS(=O)(=O)CCNCC1=CC=C(O1)C2=CC3=C(C=C2)N=CN=C3NC4=CC(=C(C=C4)OCC5=CC(=CC=C5)F)Cl. Cell line: NCI/ADR-RES. Synergy scores: CSS=11.3, Synergy_ZIP=-2.09, Synergy_Bliss=5.88, Synergy_Loewe=5.36, Synergy_HSA=6.17. (4) Drug 1: CC1=CC2C(CCC3(C2CCC3(C(=O)C)OC(=O)C)C)C4(C1=CC(=O)CC4)C. Drug 2: C(CN)CNCCSP(=O)(O)O. Cell line: COLO 205. Synergy scores: CSS=-3.42, Synergy_ZIP=-1.57, Synergy_Bliss=-4.35, Synergy_Loewe=-7.44, Synergy_HSA=-5.77. (5) Drug 1: CC1=C(C(CCC1)(C)C)C=CC(=CC=CC(=CC(=O)O)C)C. Drug 2: CS(=O)(=O)OCCCCOS(=O)(=O)C. Cell line: HCT116. Synergy scores: CSS=19.1, Synergy_ZIP=-6.29, Synergy_Bliss=-3.15, Synergy_Loewe=-3.45, Synergy_HSA=-1.99. (6) Drug 1: C1CC(=O)NC(=O)C1N2C(=O)C3=CC=CC=C3C2=O. Drug 2: C1C(C(OC1N2C=NC3=C2NC=NCC3O)CO)O. Cell line: COLO 205. Synergy scores: CSS=2.16, Synergy_ZIP=0.346, Synergy_Bliss=0.171, Synergy_Loewe=-0.698, Synergy_HSA=-1.03. (7) Drug 1: C1=CN(C(=O)N=C1N)C2C(C(C(O2)CO)O)(F)F. Drug 2: CC(C)(C1=NC(=CC=C1)N2C3=NC(=NC=C3C(=O)N2CC=C)NC4=CC=C(C=C4)N5CCN(CC5)C)O. Cell line: HCT116. Synergy scores: CSS=78.4, Synergy_ZIP=9.62, Synergy_Bliss=6.95, Synergy_Loewe=1.42, Synergy_HSA=9.13. (8) Drug 1: CCC1=CC2CC(C3=C(CN(C2)C1)C4=CC=CC=C4N3)(C5=C(C=C6C(=C5)C78CCN9C7C(C=CC9)(C(C(C8N6C)(C(=O)OC)O)OC(=O)C)CC)OC)C(=O)OC.C(C(C(=O)O)O)(C(=O)O)O. Drug 2: C1=CN(C=N1)CC(O)(P(=O)(O)O)P(=O)(O)O. Cell line: OVCAR3. Synergy scores: CSS=41.4, Synergy_ZIP=-9.10, Synergy_Bliss=-13.9, Synergy_Loewe=-30.9, Synergy_HSA=-12.3. (9) Drug 1: CS(=O)(=O)OCCCCOS(=O)(=O)C. Drug 2: CC(C)(C#N)C1=CC(=CC(=C1)CN2C=NC=N2)C(C)(C)C#N. Cell line: OVCAR3. Synergy scores: CSS=-3.52, Synergy_ZIP=11.9, Synergy_Bliss=19.0, Synergy_Loewe=5.49, Synergy_HSA=3.38.